This data is from M1 muscarinic receptor agonist screen with 61,833 compounds. The task is: Binary Classification. Given a drug SMILES string, predict its activity (active/inactive) in a high-throughput screening assay against a specified biological target. (1) The molecule is O=C1C(C(C2=C(O)CC(CC2=O)(C)C)c2cc(O)ccc2)C(=O)CC(C1)(C)C. The result is 0 (inactive). (2) The molecule is Fc1ccc(C=2N=c3n([nH]cn3)C(c3ccc(OCC)cc3)C2)cc1. The result is 1 (active). (3) The molecule is S(CCCn1c(N2CCCCCC2)nc2n(c(=O)[nH]c(=O)c12)C)c1oc2c(n1)cccc2. The result is 0 (inactive).